This data is from Catalyst prediction with 721,799 reactions and 888 catalyst types from USPTO. The task is: Predict which catalyst facilitates the given reaction. (1) Reactant: [NH2:1][C:2]1[C:11]2[N:10]=[CH:9][C:8]([CH2:12][CH2:13][C:14]3[CH:19]=[CH:18][C:17]([O:20][CH3:21])=[CH:16][C:15]=3[CH3:22])=[CH:7][C:6]=2[C:5]2[CH:23]=[CH:24][C:25]([CH2:27][OH:28])=[CH:26][C:4]=2[N:3]=1. Product: [NH2:1][C:2]1[C:11]2[N:10]=[CH:9][C:8]([CH2:12][CH2:13][C:14]3[CH:19]=[CH:18][C:17]([O:20][CH3:21])=[CH:16][C:15]=3[CH3:22])=[CH:7][C:6]=2[C:5]2[CH:23]=[CH:24][C:25]([CH:27]=[O:28])=[CH:26][C:4]=2[N:3]=1. The catalyst class is: 58. (2) The catalyst class is: 23. Product: [F:21][C:18]([F:19])([F:20])[C:15]1[CH:16]=[CH:17][C:12]([CH:8]2[CH2:7][CH:6]([S:36][C:32]3[CH:33]=[CH:34][CH:35]=[C:30]([C:29]([F:28])([F:37])[F:38])[CH:31]=3)[CH2:11][CH2:10][O:9]2)=[N:13][CH:14]=1. Reactant: CS(O[CH:6]1[CH2:11][CH2:10][O:9][CH:8]([C:12]2[CH:17]=[CH:16][C:15]([C:18]([F:21])([F:20])[F:19])=[CH:14][N:13]=2)[CH2:7]1)(=O)=O.C([O-])([O-])=O.[K+].[K+].[F:28][C:29]([F:38])([F:37])[C:30]1[CH:31]=[C:32]([SH:36])[CH:33]=[CH:34][CH:35]=1.CCOC(C)=O.